From a dataset of Full USPTO retrosynthesis dataset with 1.9M reactions from patents (1976-2016). Predict the reactants needed to synthesize the given product. (1) Given the product [NH2:1][C:2]1[CH:10]=[C:9]([F:11])[CH:8]=[C:7]([F:12])[C:3]=1[C:4]([NH2:15])=[O:5], predict the reactants needed to synthesize it. The reactants are: [NH2:1][C:2]1[CH:10]=[C:9]([F:11])[CH:8]=[C:7]([F:12])[C:3]=1[C:4](O)=[O:5].CC[N:15]=C=NCCCN(C)C.Cl.Cl.C1C=CC2N(O)N=NC=2C=1.N. (2) Given the product [Br:1][C:2]1[N:3]([CH2:19][C:20]([O:22][C:23]([CH3:26])([CH3:25])[CH3:24])=[O:21])[C:4]2[C:9]([C:10]=1[CH:11]1[CH2:16][CH2:15][CH2:14][CH2:13][CH2:12]1)=[CH:8][CH:7]=[C:6]([C:17]1[NH:46][C:39](=[O:40])[O:38][N:18]=1)[CH:5]=2, predict the reactants needed to synthesize it. The reactants are: [Br:1][C:2]1[N:3]([CH2:19][C:20]([O:22][C:23]([CH3:26])([CH3:25])[CH3:24])=[O:21])[C:4]2[C:9]([C:10]=1[CH:11]1[CH2:16][CH2:15][CH2:14][CH2:13][CH2:12]1)=[CH:8][CH:7]=[C:6]([C:17]#[N:18])[CH:5]=2.CCN(C(C)C)C(C)C.Cl.N[OH:38].[C:39]([N:46]1C=CN=C1)(N1C=CN=C1)=[O:40]. (3) Given the product [C:32]1([C:21]2[C:5]([C:7]3[CH:12]=[CH:11][CH:10]=[CH:9][CH:8]=3)=[CH:4][N:24]=[C:23]([NH:25][CH3:26])[N:22]=2)[CH:33]=[CH:34][CH:35]=[CH:36][CH:37]=1, predict the reactants needed to synthesize it. The reactants are: CN(C)C=[C:4](C1C=CC=CC=1)[C:5]([C:7]1[CH:12]=[CH:11][CH:10]=[CH:9][CH:8]=1)=O.Cl.[CH3:21][NH:22][C:23]([NH2:25])=[NH:24].[C:26](=O)([O-])[O-].[K+].[K+].[C:32]1(C)[C:33](C)=[CH:34][CH:35]=[CH:36][CH:37]=1. (4) The reactants are: [C:1]([C:5]1[CH:10]=[C:9]([C:11]2[CH:16]=[CH:15][CH:14]=[CH:13][C:12]=2[O:17][CH2:18][CH3:19])[C:8]([N+:20]([O-])=O)=[CH:7][C:6]=1[OH:23])([CH3:4])([CH3:3])[CH3:2]. Given the product [C:1]([C:5]1[CH:10]=[C:9]([C:11]2[CH:16]=[CH:15][CH:14]=[CH:13][C:12]=2[O:17][CH2:18][CH3:19])[C:8]([NH2:20])=[CH:7][C:6]=1[OH:23])([CH3:3])([CH3:2])[CH3:4], predict the reactants needed to synthesize it. (5) Given the product [OH:41][CH:39]1[CH2:40][N:37]([C:30](=[O:32])[CH:29]([C:26]2[CH:25]=[CH:24][C:23]([C:21]3[CH:20]=[N:19][N:18]4[C:14]([C:10]5[CH:9]=[C:8]([NH:7][C:5]([NH:4][CH2:3][C:2]([F:35])([F:1])[F:34])=[O:6])[CH:13]=[CH:12][CH:11]=5)=[CH:15][N:16]=[C:17]4[CH:22]=3)=[CH:28][CH:27]=2)[CH3:33])[CH2:38]1, predict the reactants needed to synthesize it. The reactants are: [F:1][C:2]([F:35])([F:34])[CH2:3][NH:4][C:5]([NH:7][C:8]1[CH:9]=[C:10]([C:14]2[N:18]3[N:19]=[CH:20][C:21]([C:23]4[CH:28]=[CH:27][C:26]([CH:29]([CH3:33])[C:30]([OH:32])=O)=[CH:25][CH:24]=4)=[CH:22][C:17]3=[N:16][CH:15]=2)[CH:11]=[CH:12][CH:13]=1)=[O:6].Cl.[NH:37]1[CH2:40][CH:39]([OH:41])[CH2:38]1. (6) Given the product [Br:1][C:2]1[C:9]2[O:10][CH2:19][CH2:20][O:11][C:8]=2[CH:7]=[C:4]([CH:5]=[O:6])[CH:3]=1, predict the reactants needed to synthesize it. The reactants are: [Br:1][C:2]1[CH:3]=[C:4]([CH:7]=[C:8]([OH:11])[C:9]=1[OH:10])[CH:5]=[O:6].C(=O)([O-])[O-].[Cs+].[Cs+].Br[CH2:19][CH2:20]Br. (7) Given the product [Cl:23][C:21]1[CH:22]=[C:17]([CH:18]=[C:19]([Cl:25])[C:20]=1[Cl:24])[CH2:16][N:14]1[CH:15]=[C:11]([C:8]2[N:7]=[C:6]([C:5]3[CH:4]=[CH:3][N:2]([CH2:27][C:28]([O:30][CH2:31][CH3:32])=[O:29])[N:1]=3)[O:10][N:9]=2)[N:12]=[N:13]1, predict the reactants needed to synthesize it. The reactants are: [NH:1]1[C:5]([C:6]2[O:10][N:9]=[C:8]([C:11]3[N:12]=[N:13][N:14]([CH2:16][C:17]4[CH:22]=[C:21]([Cl:23])[C:20]([Cl:24])=[C:19]([Cl:25])[CH:18]=4)[CH:15]=3)[N:7]=2)=[CH:4][CH:3]=[N:2]1.Br[CH2:27][C:28]([O:30][CH2:31][CH3:32])=[O:29].C(=O)([O-])[O-].[K+].[K+].CCOCC. (8) Given the product [NH2:9][CH2:8][C:6]1[NH:7][C:2](=[O:1])[C:3]2[CH:23]=[CH:22][CH:21]=[N:20][C:4]=2[N:5]=1, predict the reactants needed to synthesize it. The reactants are: [O:1]=[C:2]1[NH:7][C:6]([CH2:8][N:9]2C(=O)C3C(=CC=CC=3)C2=O)=[N:5][C:4]2[N:20]=[CH:21][CH:22]=[CH:23][C:3]1=2.O.NN.C(=O)([O-])[O-].[Na+].[Na+].O.